This data is from Forward reaction prediction with 1.9M reactions from USPTO patents (1976-2016). The task is: Predict the product of the given reaction. (1) Given the reactants [CH2:1]([O:5][C:6]1[CH:11]=[C:10]([O:12][CH2:13][CH:14]([CH3:16])[CH3:15])[CH:9]=[CH:8][C:7]=1[CH:17]([NH:36][S:37]([CH3:40])(=[O:39])=[O:38])[C:18]1[CH:19]=[CH:20][C:21]([O:31][CH2:32][CH:33]([CH3:35])[CH3:34])=[C:22]([CH2:24][CH2:25][C:26]([O:28]CC)=[O:27])[CH:23]=1)[CH:2]([CH3:4])[CH3:3].[OH-].[Na+].O.Cl, predict the reaction product. The product is: [CH2:1]([O:5][C:6]1[CH:11]=[C:10]([O:12][CH2:13][CH:14]([CH3:16])[CH3:15])[CH:9]=[CH:8][C:7]=1[CH:17]([NH:36][S:37]([CH3:40])(=[O:39])=[O:38])[C:18]1[CH:19]=[CH:20][C:21]([O:31][CH2:32][CH:33]([CH3:34])[CH3:35])=[C:22]([CH2:24][CH2:25][C:26]([OH:28])=[O:27])[CH:23]=1)[CH:2]([CH3:3])[CH3:4]. (2) Given the reactants [C:1]1([CH3:12])[CH:6]=[C:5]([CH3:7])[CH:4]=[C:3]([CH3:8])[C:2]=1[C:9]#[N+:10][O-:11].[CH:13]([C:15]1[CH:20]=[CH:19][C:18]([S:21]([NH2:24])(=[O:23])=[O:22])=[CH:17][CH:16]=1)=[CH2:14], predict the reaction product. The product is: [CH3:12][C:1]1[CH:6]=[C:5]([CH3:7])[CH:4]=[C:3]([CH3:8])[C:2]=1[C:9]1[CH2:14][CH:13]([C:15]2[CH:16]=[CH:17][C:18]([S:21]([NH2:24])(=[O:22])=[O:23])=[CH:19][CH:20]=2)[O:11][N:10]=1. (3) Given the reactants [Cl:1][C:2]1[C:3]([C:10]2[CH:15]=[CH:14][C:13]([C:16]([F:19])([F:18])[F:17])=[CH:12][CH:11]=2)=[N:4][O:5][C:6]=1[C:7]([OH:9])=O.FC(F)(F)C1C=C[C:25]([C:28]2[CH:32]=[C:31]([C:33](O)=O)O[N:29]=2)=CC=1, predict the reaction product. The product is: [Cl:1][C:2]1[C:3]([C:10]2[CH:15]=[CH:14][C:13]([C:16]([F:19])([F:18])[F:17])=[CH:12][CH:11]=2)=[N:4][O:5][C:6]=1[C:7]([NH:29][CH:28]1[CH2:25][CH2:33][CH2:31][CH2:32]1)=[O:9].